This data is from Forward reaction prediction with 1.9M reactions from USPTO patents (1976-2016). The task is: Predict the product of the given reaction. (1) Given the reactants [CH3:1][N:2]1[C:10]2[CH:9]=[C:8]([C:11]3[CH:16]=[CH:15][C:14]([O:17][CH2:18][CH2:19][NH:20][CH3:21])=[C:13]([C:22]([F:25])([F:24])[F:23])[CH:12]=3)[N:7]=[C:6]([C:26]#[N:27])[C:5]=2[N:4]=[CH:3]1.CCN(C(C)C)C(C)C.[C:37](Cl)(=[O:40])[CH2:38][CH3:39], predict the reaction product. The product is: [CH3:1][N:2]1[C:10]2[CH:9]=[C:8]([C:11]3[CH:16]=[CH:15][C:14]([O:17][CH2:18][CH2:19][N:20]([C:37](=[O:40])[CH2:38][CH3:39])[CH3:21])=[C:13]([C:22]([F:23])([F:25])[F:24])[CH:12]=3)[N:7]=[C:6]([C:26]#[N:27])[C:5]=2[N:4]=[CH:3]1. (2) Given the reactants [F:1][C:2]1[C:7]([OH:8])=[CH:6][CH:5]=[C:4]([F:9])[C:3]=1[CH:10]([O:14][CH2:15][CH3:16])[C:11]([OH:13])=[O:12].[CH3:17][CH2:18]O, predict the reaction product. The product is: [CH2:17]([O:12][C:11](=[O:13])[CH:10]([C:3]1[C:4]([F:9])=[CH:5][CH:6]=[C:7]([OH:8])[C:2]=1[F:1])[O:14][CH2:15][CH3:16])[CH3:18]. (3) The product is: [CH2:26]([O:25][C:23]([N:20]1[CH2:19][CH2:18][C:17]([S:14]([C:11]2[CH:10]=[CH:9][C:8]([O:1][C:2]3[CH:7]=[CH:6][CH:5]=[CH:4][CH:3]=3)=[CH:13][CH:12]=2)(=[O:16])=[O:15])([C:33]([OH:35])=[O:34])[CH2:22][CH2:21]1)=[O:24])[C:27]1[CH:32]=[CH:31][CH:30]=[CH:29][CH:28]=1. Given the reactants [O:1]([C:8]1[CH:13]=[CH:12][C:11]([S:14]([C:17]2([C:33]([O:35]C)=[O:34])[CH2:22][CH2:21][N:20]([C:23]([O:25][CH2:26][C:27]3[CH:32]=[CH:31][CH:30]=[CH:29][CH:28]=3)=[O:24])[CH2:19][CH2:18]2)(=[O:16])=[O:15])=[CH:10][CH:9]=1)[C:2]1[CH:7]=[CH:6][CH:5]=[CH:4][CH:3]=1.[OH-].[K+], predict the reaction product. (4) Given the reactants Cl.[CH:2]1([CH2:5][O:6][C:7]2[CH:12]=[C:11]([O:13][CH3:14])[CH:10]=[CH:9][C:8]=2[C:15]2[C:16]3[NH:23][C:22]([CH3:24])=[C:21]([C:25]([NH:27][CH:28]4[CH2:33][CH2:32][NH:31][CH2:30][CH2:29]4)=[O:26])[C:17]=3[N:18]=[CH:19][N:20]=2)[CH2:4][CH2:3]1.[CH3:34][O:35][CH2:36][C:37](Cl)=[O:38], predict the reaction product. The product is: [CH:2]1([CH2:5][O:6][C:7]2[CH:12]=[C:11]([O:13][CH3:14])[CH:10]=[CH:9][C:8]=2[C:15]2[C:16]3[NH:23][C:22]([CH3:24])=[C:21]([C:25]([NH:27][CH:28]4[CH2:29][CH2:30][N:31]([C:37](=[O:38])[CH2:36][O:35][CH3:34])[CH2:32][CH2:33]4)=[O:26])[C:17]=3[N:18]=[CH:19][N:20]=2)[CH2:4][CH2:3]1.